From a dataset of Catalyst prediction with 721,799 reactions and 888 catalyst types from USPTO. Predict which catalyst facilitates the given reaction. (1) Reactant: Br[C:2]1[CH:7]=[CH:6][C:5]([CH:8]2[N:12]([C:13]3[CH:18]=[CH:17][CH:16]=[CH:15][C:14]=3[Cl:19])[N:11]=[C:10]([C:20]([C:26]([F:29])([F:28])[F:27])([C:22]([F:25])([F:24])[F:23])[OH:21])[CH2:9]2)=[C:4]([F:30])[CH:3]=1.[CH3:31][S:32][C:33]1[CH:34]=[C:35](B(O)O)[CH:36]=[CH:37][CH:38]=1.C(=O)([O-])[O-].[K+].[K+]. Product: [Cl:19][C:14]1[CH:15]=[CH:16][CH:17]=[CH:18][C:13]=1[N:12]1[CH:8]([C:5]2[CH:6]=[CH:7][C:2]([C:37]3[CH:36]=[CH:35][CH:34]=[C:33]([S:32][CH3:31])[CH:38]=3)=[CH:3][C:4]=2[F:30])[CH2:9][C:10]([C:20]([C:26]([F:27])([F:28])[F:29])([C:22]([F:23])([F:24])[F:25])[OH:21])=[N:11]1. The catalyst class is: 294. (2) Reactant: [ClH:1].C(OC(=O)[NH:8][CH:9]1[C:17]2[CH:16]=[C:15]([C:18]3[C:27]([CH3:28])=[C:26]4[C:21]([C:22](=[O:33])[NH:23][C:24](=[O:32])[N:25]4[CH:29]4[CH2:31][CH2:30]4)=[CH:20][C:19]=3[F:34])[S:14][C:13]=2[CH2:12][CH2:11][C:10]1([F:36])[F:35])(C)(C)C. Product: [ClH:1].[NH2:8][CH:9]1[C:17]2[CH:16]=[C:15]([C:18]3[C:27]([CH3:28])=[C:26]4[C:21]([C:22](=[O:33])[NH:23][C:24](=[O:32])[N:25]4[CH:29]4[CH2:31][CH2:30]4)=[CH:20][C:19]=3[F:34])[S:14][C:13]=2[CH2:12][CH2:11][C:10]1([F:35])[F:36]. The catalyst class is: 138. (3) Product: [F:34][CH:13]([F:12])[C:14]1[CH:33]=[C:17]2[C:18]([C:24](=[O:32])[CH2:25][C:26]3[CH:31]=[CH:30][N+:29]([O-:9])=[CH:28][CH:27]=3)=[CH:19][CH:20]=[C:21]([O:22][CH3:23])[N:16]2[N:15]=1. Reactant: ClC1C=CC=C(C(OO)=[O:9])C=1.[F:12][CH:13]([F:34])[C:14]1[CH:33]=[C:17]2[C:18]([C:24](=[O:32])[CH2:25][C:26]3[CH:31]=[CH:30][N:29]=[CH:28][CH:27]=3)=[CH:19][CH:20]=[C:21]([O:22][CH3:23])[N:16]2[N:15]=1.S([O-])([O-])(=O)=S.[Na+].[Na+]. The catalyst class is: 22.